From a dataset of Full USPTO retrosynthesis dataset with 1.9M reactions from patents (1976-2016). Predict the reactants needed to synthesize the given product. Given the product [CH2:24]([N:7]1[C:6]2[CH:5]=[C:4]([C:13]([O:15][CH3:16])=[O:14])[CH:3]=[C:2]([I:1])[C:11]=2[O:10][CH2:9][C:8]1=[O:12])[CH2:25][CH2:26][CH3:27], predict the reactants needed to synthesize it. The reactants are: [I:1][C:2]1[C:11]2[O:10][CH2:9][C:8](=[O:12])[NH:7][C:6]=2[CH:5]=[C:4]([C:13]([O:15][CH3:16])=[O:14])[CH:3]=1.C(=O)([O-])[O-].[K+].[K+].Br[CH2:24][CH2:25][CH2:26][CH3:27].